From a dataset of Catalyst prediction with 721,799 reactions and 888 catalyst types from USPTO. Predict which catalyst facilitates the given reaction. Reactant: [CH3:1][O:2][C:3]1[CH:4]=[C:5]2[C:10](=[CH:11][C:12]=1[O:13][CH3:14])[N:9]=[CH:8][N:7]=[C:6]2[O:15][C:16]1[CH:22]=[CH:21][C:19]([NH2:20])=[C:18]([O:23][CH3:24])[CH:17]=1.ClC(Cl)(O[C:29](=[O:35])[O:30][C:31](Cl)(Cl)Cl)Cl.[Cl:37][C:38]1[CH:43]=[CH:42][CH:41]=[CH:40][C:39]=1CO.C(=O)(O)[O-].[Na+]. Product: [CH3:1][O:2][C:3]1[CH:4]=[C:5]2[C:10](=[CH:11][C:12]=1[O:13][CH3:14])[N:9]=[CH:8][N:7]=[C:6]2[O:15][C:16]1[CH:22]=[CH:21][C:19]([NH:20][C:29](=[O:35])[O:30][CH2:31][C:39]2[CH:40]=[CH:41][CH:42]=[CH:43][C:38]=2[Cl:37])=[C:18]([O:23][CH3:24])[CH:17]=1. The catalyst class is: 208.